This data is from Full USPTO retrosynthesis dataset with 1.9M reactions from patents (1976-2016). The task is: Predict the reactants needed to synthesize the given product. The reactants are: [N:1]1([C:7]([N:9]2[CH2:14][CH:13]([C:15]3[CH:20]=[CH:19][C:18]([O:21][C:22]([F:25])([F:24])[F:23])=[CH:17][CH:16]=3)[CH2:12][CH:11]([C:26]([OH:28])=O)[CH2:10]2)=[O:8])[CH2:6][CH2:5][O:4][CH2:3][CH2:2]1.O[N:30]=[C:31]([NH2:37])[CH2:32][S:33]([CH3:36])(=[O:35])=[O:34]. Given the product [CH3:36][S:33]([CH2:32][C:31]1[N:37]=[C:26]([CH:11]2[CH2:12][CH:13]([C:15]3[CH:20]=[CH:19][C:18]([O:21][C:22]([F:25])([F:23])[F:24])=[CH:17][CH:16]=3)[CH2:14][N:9]([C:7]([N:1]3[CH2:6][CH2:5][O:4][CH2:3][CH2:2]3)=[O:8])[CH2:10]2)[O:28][N:30]=1)(=[O:35])=[O:34], predict the reactants needed to synthesize it.